Dataset: Full USPTO retrosynthesis dataset with 1.9M reactions from patents (1976-2016). Task: Predict the reactants needed to synthesize the given product. (1) Given the product [N:17]1[C:18]2[C:13](=[CH:12][C:11]([CH2:10][CH:5]([C:4]([OH:21])=[O:3])[NH2:6])=[CH:20][CH:19]=2)[CH:14]=[CH:15][CH:16]=1, predict the reactants needed to synthesize it. The reactants are: C([O:3][C:4](=[O:21])[CH:5]([CH2:10][C:11]1[CH:12]=[C:13]2[C:18](=[CH:19][CH:20]=1)[N:17]=[CH:16][CH:15]=[CH:14]2)[NH:6]C(=O)C)C. (2) The reactants are: [C:1]([O:10]C)(=O)[C:2]1[C:3](=[CH:5][CH:6]=[CH:7][CH:8]=1)[SH:4].[C:12]([O:16][C:17]([NH:19][C:20]1[CH:25]=[CH:24][N:23]=[C:22]([C:26]#[N:27])[CH:21]=1)=[O:18])([CH3:15])([CH3:14])[CH3:13].C(N(CC)CC)C. Given the product [O:10]=[C:1]1[C:2]2[CH:8]=[CH:7][CH:6]=[CH:5][C:3]=2[S:4][C:26]([C:22]2[CH:21]=[C:20]([NH:19][C:17](=[O:18])[O:16][C:12]([CH3:14])([CH3:13])[CH3:15])[CH:25]=[CH:24][N:23]=2)=[N:27]1, predict the reactants needed to synthesize it. (3) Given the product [C:1]([O:5][C:6]([N:8]1[CH2:9][CH2:10][N:11]([C:23]([Cl:22])=[O:25])[CH2:12][CH:13]1[CH2:20][CH3:21])=[O:7])([CH3:2])([CH3:3])[CH3:4], predict the reactants needed to synthesize it. The reactants are: [C:1]([O:5][C:6]([N:8]1[CH2:13][CH2:12][NH:11][CH:10](CC)[CH2:9]1)=[O:7])([CH3:4])([CH3:3])[CH3:2].N1[CH:21]=[CH:20]C=CC=1.[Cl:22][C:23](Cl)([O:25]C(=O)OC(Cl)(Cl)Cl)Cl. (4) Given the product [Cl:1][C:2]1[CH:3]=[C:4]([C@@H:12]([CH2:16][CH:17]2[CH2:20][C:19](=[O:21])[CH2:18]2)[C:13]([NH:22][C:23]2[CH:27]=[CH:26][N:25]([CH2:28][C:29]([OH:31])([CH3:30])[CH3:32])[N:24]=2)=[O:14])[CH:5]=[CH:6][C:7]=1[S:8]([CH3:11])(=[O:10])=[O:9], predict the reactants needed to synthesize it. The reactants are: [Cl:1][C:2]1[CH:3]=[C:4]([C@@H:12]([CH2:16][CH:17]2[CH2:20][C:19](=[O:21])[CH2:18]2)[C:13](Cl)=[O:14])[CH:5]=[CH:6][C:7]=1[S:8]([CH3:11])(=[O:10])=[O:9].[NH2:22][C:23]1[CH:27]=[CH:26][N:25]([CH2:28][C:29]([CH3:32])([OH:31])[CH3:30])[N:24]=1.N1C(C)=CC=CC=1C. (5) Given the product [NH2:1][C:2]1[C:6]([NH2:7])=[CH:5][N:4]([C:10]2[CH:15]=[CH:14][CH:13]=[CH:12][CH:11]=2)[N:3]=1, predict the reactants needed to synthesize it. The reactants are: [NH2:1][C:2]1[C:6]([N+:7]([O-])=O)=[CH:5][N:4]([C:10]2[CH:15]=[CH:14][CH:13]=[CH:12][CH:11]=2)[N:3]=1.Cl.